This data is from Full USPTO retrosynthesis dataset with 1.9M reactions from patents (1976-2016). The task is: Predict the reactants needed to synthesize the given product. (1) Given the product [OH:1][CH:2]([C:7]1[N:12]([CH3:13])[C:11](=[O:14])[C:10]2[NH:15][CH:16]=[CH:17][C:9]=2[C:8]=1[C:27]1[C:28]([CH3:37])=[C:29]2[C:34](=[CH:35][CH:36]=1)[O:33][CH2:32][CH2:31][CH2:30]2)[C:3]([O:5][CH3:6])=[O:4], predict the reactants needed to synthesize it. The reactants are: [OH:1][CH:2]([C:7]1[N:12]([CH3:13])[C:11](=[O:14])[C:10]2[N:15](CC3C=CC(OC)=CC=3)[CH:16]=[CH:17][C:9]=2[C:8]=1[C:27]1[C:28]([CH3:37])=[C:29]2[C:34](=[CH:35][CH:36]=1)[O:33][CH2:32][CH2:31][CH2:30]2)[C:3]([O:5][CH3:6])=[O:4].OS(O)(=O)=O.C1(OC)C=CC=CC=1.CO.C(Cl)Cl. (2) Given the product [CH:18]([N:21]1[CH2:26][CH2:25][CH:24]([O:1][C:2]2[CH:7]=[CH:6][C:5]([C:8]3([C:14]#[N:15])[CH2:13][CH2:12][O:11][CH2:10][CH2:9]3)=[CH:4][CH:3]=2)[CH2:23][CH2:22]1)([CH3:20])[CH3:19], predict the reactants needed to synthesize it. The reactants are: [OH:1][C:2]1[CH:7]=[CH:6][C:5]([C:8]2([C:14]#[N:15])[CH2:13][CH2:12][O:11][CH2:10][CH2:9]2)=[CH:4][CH:3]=1.[H-].[Na+].[CH:18]([N:21]1[CH2:26][CH2:25][CH:24](OS(C)(=O)=O)[CH2:23][CH2:22]1)([CH3:20])[CH3:19]. (3) Given the product [O:1]=[C:2]1[NH:6][C:5](=[O:7])[CH:4]([CH2:8][C:9]2[CH:10]=[CH:11][C:12]([O:13][C:14]3[CH:15]=[CH:16][C:17]([C:20](=[CH:24][C:25]4[CH:26]=[CH:27][C:28]([CH3:31])=[CH:29][CH:30]=4)[C:21]([OH:23])=[O:22])=[CH:18][CH:19]=3)=[CH:32][CH:33]=2)[S:3]1, predict the reactants needed to synthesize it. The reactants are: [O:1]=[C:2]1[NH:6][C:5](=[O:7])[C:4](=[CH:8][C:9]2[CH:33]=[CH:32][C:12]([O:13][C:14]3[CH:19]=[CH:18][C:17]([C:20](=[CH:24][C:25]4[CH:30]=[CH:29][C:28]([CH3:31])=[CH:27][CH:26]=4)[C:21]([OH:23])=[O:22])=[CH:16][CH:15]=3)=[CH:11][CH:10]=2)[S:3]1.C([O-])=O.[NH4+]. (4) Given the product [CH2:1]([O:4][C:5]1([CH3:38])[CH2:10][CH2:9][N:8]([C:11]2[N:16]3[CH:17]=[C:18]([C:20]4[CH:21]=[C:22]([C:41]5[CH:42]=[C:43]([CH3:46])[CH:44]=[CH:45][C:40]=5[OH:39])[CH:23]=[CH:24][CH:25]=4)[N:19]=[C:15]3[CH:14]=[C:13]([CH3:27])[C:12]=2[C@H:28]([O:33][C:34]([CH3:37])([CH3:36])[CH3:35])[C:29]([O:31][CH3:32])=[O:30])[CH2:7][CH2:6]1)[CH:2]=[CH2:3], predict the reactants needed to synthesize it. The reactants are: [CH2:1]([O:4][C:5]1([CH3:38])[CH2:10][CH2:9][N:8]([C:11]2[N:16]3[CH:17]=[C:18]([C:20]4[CH:25]=[CH:24][CH:23]=[C:22](Br)[CH:21]=4)[N:19]=[C:15]3[CH:14]=[C:13]([CH3:27])[C:12]=2[C@H:28]([O:33][C:34]([CH3:37])([CH3:36])[CH3:35])[C:29]([O:31][CH3:32])=[O:30])[CH2:7][CH2:6]1)[CH:2]=[CH2:3].[OH:39][C:40]1[CH:45]=[CH:44][C:43]([CH3:46])=[CH:42][C:41]=1B(O)O.C([O-])([O-])=O.[Na+].[Na+]. (5) Given the product [CH2:13]([C:2]1[CH:9]=[CH:8][C:5]([C:6]#[N:7])=[C:4]([F:10])[CH:3]=1)[CH:12]=[CH2:11], predict the reactants needed to synthesize it. The reactants are: Br[C:2]1[CH:9]=[CH:8][C:5]([C:6]#[N:7])=[C:4]([F:10])[CH:3]=1.[CH2:11]([Sn](CCCC)(CCCC)CCCC)[CH:12]=[CH2:13].[Li+].[Cl-]. (6) Given the product [Cl:13][C:14]1[CH:15]=[C:16]([CH:19]=[CH:20][C:21]=1[O:22][CH3:23])[CH2:17][NH:18][C:9]1[C:4]([C:1]([OH:3])=[O:2])=[C:5]([Cl:12])[N:6]=[C:7]([Cl:11])[N:8]=1, predict the reactants needed to synthesize it. The reactants are: [C:1]([C:4]1[C:5]([Cl:12])=[N:6][C:7]([Cl:11])=[N:8][C:9]=1Cl)([OH:3])=[O:2].[Cl:13][C:14]1[CH:15]=[C:16]([CH:19]=[CH:20][C:21]=1[O:22][CH3:23])[CH2:17][NH2:18].C(N(CC)CC)C.